From a dataset of Reaction yield outcomes from USPTO patents with 853,638 reactions. Predict the reaction yield, written as a fraction of the theoretical maximum amount of product (1.0 means a 100% yield; for example, 0.34 means a 34% yield). (1) The reactants are O=C1C2C(=CC=CC=2)C(=O)[N:3]1[CH2:12][CH2:13][CH2:14][CH2:15][C:16]1[CH:21]=[CH:20][C:19]([S:22]([NH:25][C@@H:26]([CH:30]([CH3:32])[CH3:31])[C:27]([NH2:29])=[O:28])(=[O:24])=[O:23])=[CH:18][CH:17]=1.CN. No catalyst specified. The product is [NH2:3][CH2:12][CH2:13][CH2:14][CH2:15][C:16]1[CH:17]=[CH:18][C:19]([S:22]([NH:25][C@@H:26]([CH:30]([CH3:32])[CH3:31])[C:27]([NH2:29])=[O:28])(=[O:24])=[O:23])=[CH:20][CH:21]=1. The yield is 0.540. (2) The reactants are [Cl:1][C:2]1[CH:7]=[C:6]([Cl:8])[CH:5]=[CH:4][C:3]=1[C:9]([F:14])([F:13])[C:10]([OH:12])=O.P(Cl)(Cl)(Cl)=O.Cl.[NH2:21][CH2:22][C:23]1[CH:24]=[C:25]2[C:29](=[CH:30][CH:31]=1)[C:28](=[O:32])[N:27]([CH:33]1[CH2:38][CH2:37][C:36](=[O:39])[NH:35][C:34]1=[O:40])[CH2:26]2.C(=O)(O)[O-].[Na+]. The catalyst is N1C=CC=CC=1. The product is [Cl:1][C:2]1[CH:7]=[C:6]([Cl:8])[CH:5]=[CH:4][C:3]=1[C:9]([F:14])([F:13])[C:10]([NH:21][CH2:22][C:23]1[CH:24]=[C:25]2[C:29](=[CH:30][CH:31]=1)[C:28](=[O:32])[N:27]([CH:33]1[CH2:38][CH2:37][C:36](=[O:39])[NH:35][C:34]1=[O:40])[CH2:26]2)=[O:12]. The yield is 0.120. (3) The reactants are [CH2:1]([O:3][C:4]([C@@:6]12[CH2:24][C@H:23]1[CH:22]=[CH:21][CH2:20][CH2:19][CH2:18][CH2:17][CH2:16][C@H:15]([NH:25][C:26]([O:28][C:29]([CH3:32])([CH3:31])[CH3:30])=[O:27])[C:14](=[O:33])[N:13]1[C@@H:9]([CH2:10][C@@H:11]([OH:34])[CH2:12]1)[C:8](=[O:35])[NH:7]2)=[O:5])[CH3:2].C1N=CN([C:41]([N:43]2[CH:47]=N[CH:45]=[CH:44]2)=[O:42])C=1.C(Cl)Cl.CO.C1[C:61]2[C:56](=[CH:57][CH:58]=C[CH:60]=2)CN1. The catalyst is C(Cl)Cl. The product is [CH2:1]([O:3][C:4]([C@@:6]12[CH2:24][C@H:23]1[CH:22]=[CH:21][CH2:20][CH2:19][CH2:18][CH2:17][CH2:16][C@H:15]([NH:25][C:26]([O:28][C:29]([CH3:31])([CH3:30])[CH3:32])=[O:27])[C:14](=[O:33])[N:13]1[C@@H:9]([CH2:10][C@@H:11]([O:34][C:41]([N:43]3[CH2:44][C:45]4[C:58](=[CH:57][CH:56]=[CH:61][CH:60]=4)[CH2:47]3)=[O:42])[CH2:12]1)[C:8](=[O:35])[NH:7]2)=[O:5])[CH3:2]. The yield is 0.900.